From a dataset of Forward reaction prediction with 1.9M reactions from USPTO patents (1976-2016). Predict the product of the given reaction. (1) Given the reactants [CH3:1][O:2][C:3]([C:5]1[CH:24]=[CH:23][C:8]([CH:9]=[C:10]2[CH2:15][CH2:14][N:13]([C:16]([O:18][C:19]([CH3:22])([CH3:21])[CH3:20])=[O:17])[CH2:12][CH2:11]2)=[CH:7][CH:6]=1)=[O:4], predict the reaction product. The product is: [CH3:1][O:2][C:3]([C:5]1[CH:6]=[CH:7][C:8]([CH2:9][CH:10]2[CH2:11][CH2:12][N:13]([C:16]([O:18][C:19]([CH3:20])([CH3:21])[CH3:22])=[O:17])[CH2:14][CH2:15]2)=[CH:23][CH:24]=1)=[O:4]. (2) The product is: [F:1][C:2]1[CH:7]=[CH:6][C:5]([O:8][CH2:9][CH2:10][CH2:11][CH2:12][CH2:13][CH2:14][CH2:15][CH2:16][N:22]2[C:21](=[O:23])[C:20]3=[CH:24][CH:25]=[CH:26][CH:27]=[C:19]3[C:18]2=[O:28])=[CH:4][CH:3]=1. Given the reactants [F:1][C:2]1[CH:7]=[CH:6][C:5]([O:8][CH2:9][CH2:10][CH2:11][CH2:12][CH2:13][CH2:14][CH2:15][CH2:16]I)=[CH:4][CH:3]=1.[C:18]1(=[O:28])[NH:22][C:21](=[O:23])[C:20]2=[CH:24][CH:25]=[CH:26][CH:27]=[C:19]12.[K].C(OCCCCCCCCN1C(=O)C2=CC=CC=C2C1=O)CCCCC, predict the reaction product.